The task is: Regression. Given two drug SMILES strings and cell line genomic features, predict the synergy score measuring deviation from expected non-interaction effect.. This data is from NCI-60 drug combinations with 297,098 pairs across 59 cell lines. (1) Drug 1: CC1CCC2CC(C(=CC=CC=CC(CC(C(=O)C(C(C(=CC(C(=O)CC(OC(=O)C3CCCCN3C(=O)C(=O)C1(O2)O)C(C)CC4CCC(C(C4)OC)O)C)C)O)OC)C)C)C)OC. Drug 2: CC1=C2C(C(=O)C3(C(CC4C(C3C(C(C2(C)C)(CC1OC(=O)C(C(C5=CC=CC=C5)NC(=O)OC(C)(C)C)O)O)OC(=O)C6=CC=CC=C6)(CO4)OC(=O)C)O)C)O. Cell line: OVCAR-5. Synergy scores: CSS=12.7, Synergy_ZIP=6.08, Synergy_Bliss=7.35, Synergy_Loewe=1.63, Synergy_HSA=5.61. (2) Drug 1: C(=O)(N)NO. Drug 2: C1=CC=C(C(=C1)C(C2=CC=C(C=C2)Cl)C(Cl)Cl)Cl. Cell line: SF-295. Synergy scores: CSS=-20.5, Synergy_ZIP=20.9, Synergy_Bliss=17.8, Synergy_Loewe=-2.81, Synergy_HSA=-6.38.